From a dataset of Experimentally validated miRNA-target interactions with 360,000+ pairs, plus equal number of negative samples. Binary Classification. Given a miRNA mature sequence and a target amino acid sequence, predict their likelihood of interaction. (1) The miRNA is hsa-miR-4252 with sequence GGCCACUGAGUCAGCACCA. The protein sequence of the target gene is MGSELIGRLAPRLGLAEPDMLRKAEEYLRLSRVKCVGLSARTTETSSAVMCLDLAASWMKCPLDRAYLIKLSGLNKETYQSCLKSFECLLGLNSNIGIRDLAVQFSCIEAVNMASKILKSYESSLPQTQQVDLDLSRPLFTSAALLSACKILKLKVDKNKMVATSGVKKAIFDRLCKQLEKIGQQVDREPGDVATPPRKRKKIVVEAPAKEMEKVEEMPHKPQKDEDLTQDYEEWKRKILENAASAQKATAE. Result: 1 (interaction). (2) The miRNA is hsa-miR-615-3p with sequence UCCGAGCCUGGGUCUCCCUCUU. The protein sequence of the target gene is MDHYDSQQTNDYMQPEEDWDRDLLLDPAWEKQQRKTFTAWCNSHLRKAGTQIENIEEDFRDGLKLMLLLEVISGERLAKPERGKMRVHKISNVNKALDFIASKGVKLVSIGAEEIVDGNVKMTLGMIWTIILRFAIQDISVEETSAKEGLLLWCQRKTAPYKNVNIQNFHISWKDGLGFCALIHRHRPELIDYGKLRKDDPLTNLNTAFDVAEKYLDIPKMLDAEDIVGTARPDEKAIMTYVSSFYHAFSGAQKAETAANRICKVLAVNQENEQLMEDYEKLASDLLEWIRRTIPWLENR.... Result: 1 (interaction). (3) The miRNA is mmu-miR-3100-5p with sequence UUGGGAACGGGGUGUCUUUGGGA. The protein sequence of the target gene is MAQEKMKLGFKSLPSSTTADGNILRRVNSAPLINGLGFNSQVLQADMLRIRTNRTTFRNRRSLLLPPPPFHGSISRLHQIKQEEAMDLINRETMSEWKLQSEIQISHSWEEGLKLVKWHFNINQKRFSKAQPTCFLLILPNCQKIMCIYFQLLLMETTAMLDLLVIRQLKSALSQTLLCHLLILVLICSSRQTFN. Result: 0 (no interaction). (4) The miRNA is cel-miR-1823-3p with sequence UACUGGAAGUGUUUAGGAGUAA. The protein sequence of the target gene is MSESWQQPPQTQPQQPQAPQPQHHAETPPALAEHTLPPGSAENPLGCAVYGILLQPDPGLQPPQHAPLQAGEPGPKCGVCGHDLAHLSSPHEHQCLAGHDRSFQCTQCLKIFHQATDLLEHQCVQAEQKPFVCGVCKMGFSLLTSLAQHHSSHTGMVKCSICDKTYKPAEAAEPATTTAPSLPSAPPPANIAPVEQPEKPYSCPVCQKPFKHLSELSRHERIHTGEKPYKCTLCDKSFSQSSHLVHHKRTHSSERPYKCAVCEKTFKHRSHLVRHMYAHSGEHHLFRCNVCELHFKESSE.... Result: 0 (no interaction). (5) The miRNA is hsa-miR-940 with sequence AAGGCAGGGCCCCCGCUCCCC. The protein sequence of the target gene is MAAAETQSLREQPEMEDANSEKSINEENGEVSEDQSQNKHSRHKKKKHKHRSKHKKHKHSSEEDKDKKHKHKHKHKKHKRKEIIDASDKEGMSPAKRTKLDDLALLEDLEKQRALIKAELDNELMEGKVQSGMGLILQGYESGSEEEGEIHEKARNGNRSSTRSSSTKGKLELVDNKITTKKRSKSRSKERTRHRSDKKKSKGGIEIVKEKTTRSKSKERKKSKSPSKRSKSQDQARKSKSPTLRRRSQEKIGKARSPTDDKVKIEDKSKSKDRKKSPIINESRSRDRGKKSRSPVDLRG.... Result: 1 (interaction). (6) The miRNA is cel-miR-230-3p with sequence GUAUUAGUUGUGCGACCAGGAGA. The protein sequence of the target gene is MTTFKEAVTFKDVAVVFTEEELGLLDPAQRKLYRDVMLENFRNLLSVGHQPFHQDTCHFLREEKFWMMGTATQREGNSGGKIQTELESVPEAGAHEEWSCQQIWEQIAKDLTRSQDSIINNSQFFENGDVPSQVEAGLPTIHTGQKPSQGGKCKQSISDVPIFDLPQQLYSEEKSYTCDECGKSICYISALHVHQRVHVGEKLFMCDVCGKEFSQSSHLQTHQRVHTGEKPFKCEQCGKGFSRRSALNVHRKLHTGEKPYICEACGKAFIHDSQLKEHKRIHTGEKPFKCDICGKTFYFR.... Result: 0 (no interaction). (7) The miRNA is hsa-miR-6829-5p with sequence UGGGCUGCUGAGAAGGGGCA. The protein sequence of the target gene is MATTGALGNYYVDSFLLGADAADELSVGRYAPGTLGQPPRQAATLAEHPDFSPCSFQSKATVFGASWNPVHAAGANAVPAAVYHHHHHHPYVHPQAPVAAAAPDGRYMRSWLEPTPGALSFAGLPSSRPYGIKPEPLSARRGDCPTLDTHTLSLTDYACGSPPVDREKQPSEGAFSENNAENESGGDKPPIDPNNPAANWLHARSTRKKRCPYTKHQTLELEKEFLFNMYLTRDRRYEVARLLNLTERQVKIWFQNRRMKMKKINKDRAKDE. Result: 0 (no interaction).